Dataset: NCI-60 drug combinations with 297,098 pairs across 59 cell lines. Task: Regression. Given two drug SMILES strings and cell line genomic features, predict the synergy score measuring deviation from expected non-interaction effect. (1) Drug 1: CC1CCC2CC(C(=CC=CC=CC(CC(C(=O)C(C(C(=CC(C(=O)CC(OC(=O)C3CCCCN3C(=O)C(=O)C1(O2)O)C(C)CC4CCC(C(C4)OC)O)C)C)O)OC)C)C)C)OC. Drug 2: C1C(C(OC1N2C=NC(=NC2=O)N)CO)O. Cell line: KM12. Synergy scores: CSS=31.2, Synergy_ZIP=-2.41, Synergy_Bliss=0.687, Synergy_Loewe=5.45, Synergy_HSA=5.45. (2) Drug 1: CC1=C(C=C(C=C1)NC2=NC=CC(=N2)N(C)C3=CC4=NN(C(=C4C=C3)C)C)S(=O)(=O)N.Cl. Drug 2: CCC1(C2=C(COC1=O)C(=O)N3CC4=CC5=C(C=CC(=C5CN(C)C)O)N=C4C3=C2)O.Cl. Cell line: SN12C. Synergy scores: CSS=41.5, Synergy_ZIP=-1.51, Synergy_Bliss=2.16, Synergy_Loewe=-34.6, Synergy_HSA=3.53. (3) Synergy scores: CSS=9.99, Synergy_ZIP=-1.57, Synergy_Bliss=-0.755, Synergy_Loewe=-2.65, Synergy_HSA=0.228. Drug 1: C1CN1P(=S)(N2CC2)N3CC3. Drug 2: C(CC(=O)O)C(=O)CN.Cl. Cell line: K-562. (4) Drug 1: CN1C2=C(C=C(C=C2)N(CCCl)CCCl)N=C1CCCC(=O)O.Cl. Drug 2: N.N.Cl[Pt+2]Cl. Cell line: LOX IMVI. Synergy scores: CSS=38.4, Synergy_ZIP=0.313, Synergy_Bliss=1.32, Synergy_Loewe=-22.0, Synergy_HSA=-1.44.